This data is from Peptide-MHC class I binding affinity with 185,985 pairs from IEDB/IMGT. The task is: Regression. Given a peptide amino acid sequence and an MHC pseudo amino acid sequence, predict their binding affinity value. This is MHC class I binding data. The peptide sequence is SHLECRTFF. The MHC is HLA-A01:01 with pseudo-sequence HLA-A01:01. The binding affinity (normalized) is 0.0847.